From a dataset of Forward reaction prediction with 1.9M reactions from USPTO patents (1976-2016). Predict the product of the given reaction. The product is: [C:11]([O:14][C:15](=[O:16])[NH:8][C:5]1[CH:6]=[CH:7][C:2]([Br:1])=[CH:3][C:4]=1[NH:9][C:15]([O:14][C:11]([CH3:13])([CH3:12])[CH3:10])=[O:25])([CH3:13])([CH3:12])[CH3:10]. Given the reactants [Br:1][C:2]1[CH:7]=[CH:6][C:5]([NH2:8])=[C:4]([NH2:9])[CH:3]=1.[CH3:10][C:11]([O:14][C:15](O[C:15]([O:14][C:11]([CH3:13])([CH3:12])[CH3:10])=[O:16])=[O:16])([CH3:13])[CH3:12].[OH-:25].[Na+], predict the reaction product.